This data is from Aqueous solubility values for 9,982 compounds from the AqSolDB database. The task is: Regression/Classification. Given a drug SMILES string, predict its absorption, distribution, metabolism, or excretion properties. Task type varies by dataset: regression for continuous measurements (e.g., permeability, clearance, half-life) or binary classification for categorical outcomes (e.g., BBB penetration, CYP inhibition). For this dataset (solubility_aqsoldb), we predict Y. The compound is c1ccc(-c2cnc(-c3ccc(CN4CCOCC4)cc3)o2)cc1. The Y is -4.35 log mol/L.